This data is from Reaction yield outcomes from USPTO patents with 853,638 reactions. The task is: Predict the reaction yield, written as a fraction of the theoretical maximum amount of product (1.0 means a 100% yield; for example, 0.34 means a 34% yield). The reactants are [CH3:1][N:2]([CH3:28])[C:3]([C:5]1[CH:27]=[CH:26][C:8]([O:9][C:10]2[C:15]3[CH:16]=[C:17]([CH2:19][CH3:20])[O:18][C:14]=3[CH:13]=[C:12]([C:21]([O:23]CC)=[O:22])[CH:11]=2)=[CH:7][CH:6]=1)=[O:4].O[Li].O. The catalyst is CO.O. The product is [CH3:28][N:2]([CH3:1])[C:3]([C:5]1[CH:27]=[CH:26][C:8]([O:9][C:10]2[C:15]3[CH:16]=[C:17]([CH2:19][CH3:20])[O:18][C:14]=3[CH:13]=[C:12]([C:21]([OH:23])=[O:22])[CH:11]=2)=[CH:7][CH:6]=1)=[O:4]. The yield is 0.990.